From a dataset of Reaction yield outcomes from USPTO patents with 853,638 reactions. Predict the reaction yield, written as a fraction of the theoretical maximum amount of product (1.0 means a 100% yield; for example, 0.34 means a 34% yield). (1) The reactants are C(N(C(C)C)CC)(C)C.[NH2:10][C:11]1[CH:26]=[CH:25][C:24]([Cl:27])=[CH:23][C:12]=1[C:13]([NH:15][CH2:16][CH:17]1[CH2:22][CH2:21][CH2:20][CH2:19][CH2:18]1)=[O:14].[N:28]1[C:37]2[C:32](=[CH:33][CH:34]=[CH:35][CH:36]=2)[CH:31]=[C:30]([C:38](O)=[O:39])[CH:29]=1.CN(C(ON1N=NC2C=CC=NC1=2)=[N+](C)C)C.F[P-](F)(F)(F)(F)F. No catalyst specified. The product is [Cl:27][C:24]1[CH:25]=[CH:26][C:11]([NH:10][C:38]([C:30]2[CH:29]=[N:28][C:37]3[C:32]([CH:31]=2)=[CH:33][CH:34]=[CH:35][CH:36]=3)=[O:39])=[C:12]([C:13]([NH:15][CH2:16][CH:17]2[CH2:22][CH2:21][CH2:20][CH2:19][CH2:18]2)=[O:14])[CH:23]=1. The yield is 0.0850. (2) No catalyst specified. The yield is 0.470. The reactants are Cl[C:2]1[N:3]=[C:4]2[C:9](=[CH:10][CH:11]=1)[N:8]=[CH:7][C:6]([C:12](=[O:14])[CH3:13])=[C:5]2[NH:15][CH:16]1[CH2:21][CH2:20][N:19]([CH3:22])[CH2:18][CH2:17]1.[Cl:23][C:24]1[CH:29]=[C:28](B2OC(C)(C)C(C)(C)O2)[CH:27]=[C:26]([F:39])[C:25]=1[OH:40]. The product is [Cl:23][C:24]1[CH:29]=[C:28]([C:2]2[N:3]=[C:4]3[C:9](=[CH:10][CH:11]=2)[N:8]=[CH:7][C:6]([C:12](=[O:14])[CH3:13])=[C:5]3[NH:15][CH:16]2[CH2:21][CH2:20][N:19]([CH3:22])[CH2:18][CH2:17]2)[CH:27]=[C:26]([F:39])[C:25]=1[OH:40]. (3) The reactants are [C:1]([C:3]1[CH:4]=[C:5](B(O)O)[CH:6]=[CH:7][CH:8]=1)#[N:2].[Cl:12][C:13]1[N:14]=[N:15][C:16](Cl)=[CH:17][CH:18]=1.C(=O)([O-])[O-].[K+].[K+]. The catalyst is O1CCOCC1.O.C1C=CC([PH+]([C]2[CH][CH][CH][CH]2)C2C=CC=CC=2)=CC=1.C1C=CC([PH+]([C]2[CH][CH][CH][CH]2)C2C=CC=CC=2)=CC=1.C(Cl)Cl.Cl[Pd]Cl.[Fe]. The product is [Cl:12][C:13]1[N:14]=[N:15][C:16]([C:7]2[CH:8]=[C:3]([CH:4]=[CH:5][CH:6]=2)[C:1]#[N:2])=[CH:17][CH:18]=1. The yield is 0.455. (4) The yield is 0.420. The reactants are Cl.Cl[CH2:3][CH2:4][N:5]1[CH2:10][CH2:9][O:8][CH2:7][CH2:6]1.C(=O)([O-])[O-].[Cs+].[Cs+].[CH3:17][C:18]1[O:19][C:20]2[CH:26]=[C:25]([O:27][C:28]3[C:37]4[C:32](=[CH:33][C:34]([OH:38])=[CH:35][CH:36]=4)[N:31]=[CH:30][CH:29]=3)[CH:24]=[CH:23][C:21]=2[CH:22]=1. The catalyst is CC#N.[Cl-].[Na+].O. The product is [CH3:17][C:18]1[O:19][C:20]2[CH:26]=[C:25]([O:27][C:28]3[C:37]4[C:32](=[CH:33][C:34]([O:38][CH2:3][CH2:4][N:5]5[CH2:10][CH2:9][O:8][CH2:7][CH2:6]5)=[CH:35][CH:36]=4)[N:31]=[CH:30][CH:29]=3)[CH:24]=[CH:23][C:21]=2[CH:22]=1. (5) The catalyst is C1COCC1. The reactants are [C:1]1([CH3:14])[CH:6]=[CH:5][CH:4]=[CH:3][C:2]=1[NH:7][C:8](=O)[C:9]([CH3:12])([CH3:11])[CH3:10].[Li]CCCC.[NH4+].[Cl-]. The yield is 0.880. The product is [C:9]([C:8]1[NH:7][C:2]2[C:1]([CH:14]=1)=[CH:6][CH:5]=[CH:4][CH:3]=2)([CH3:12])([CH3:11])[CH3:10]. (6) The product is [C:17]([C:18]1[CH:23]=[CH:22][C:21]([C:6]2[CH:7]=[CH:8][CH:9]=[C:4]([C:1](=[O:3])[CH3:2])[CH:5]=2)=[CH:20][CH:19]=1)([O:16][CH3:15])=[O:25]. The reactants are [C:1]([C:4]1[CH:5]=[C:6](B(O)O)[CH:7]=[CH:8][CH:9]=1)(=[O:3])[CH3:2].[F-].[K+].[CH3:15][O:16][C:17](=[O:25])[C:18]1[CH:23]=[CH:22][C:21](Cl)=[CH:20][CH:19]=1. The yield is 0.900. The catalyst is C([O-])(=O)C.[Pd+2].C([O-])(=O)C.C1(C2C=CC=CC=2)C=CC=CC=1. (7) The reactants are CS(C)=O.[CH3:5][CH:6]1[CH2:11][NH:10][CH2:9][CH2:8][NH:7]1.[CH:12]1([N:15]2[C:24]3[C:19](=[CH:20][C:21]([F:28])=[C:22](F)[C:23]=3[O:25][CH3:26])[C:18](=[O:29])[C:17]([C:30]([OH:32])=[O:31])=[CH:16]2)[CH2:14][CH2:13]1. The catalyst is O. The product is [CH3:5][CH:6]1[NH:7][CH2:8][CH2:9][N:10]([C:22]2[C:23]([O:25][CH3:26])=[C:24]3[N:15]([CH:12]4[CH2:13][CH2:14]4)[CH:16]=[C:17]([C:30]([OH:32])=[O:31])[C:18](=[O:29])[C:19]3=[CH:20][C:21]=2[F:28])[CH2:11]1. The yield is 0.760. (8) The reactants are [NH:1]([C:8]([O:10][C:11]([CH3:14])([CH3:13])[CH3:12])=[O:9])[C@H:2]([C:5]([OH:7])=[O:6])[CH2:3][NH2:4].C([O-])([O-])=O.[K+].[K+].[OH-].[K+].[CH:23]1[CH:28]=[CH:27][C:26]([CH2:29][O:30][C:31](Cl)=[O:32])=[CH:25][CH:24]=1. The catalyst is O.C1COCC1. The product is [NH:1]([C:8]([O:10][C:11]([CH3:14])([CH3:13])[CH3:12])=[O:9])[C@H:2]([C:5]([OH:7])=[O:6])[CH2:3][NH:4][C:31]([O:30][CH2:29][C:26]1[CH:27]=[CH:28][CH:23]=[CH:24][CH:25]=1)=[O:32]. The yield is 0.940. (9) The reactants are [CH2:1]([O:8][C:9]([NH:11][C@H:12]([C:19]([OH:21])=O)[CH2:13][O:14][C:15]([CH3:18])([CH3:17])[CH3:16])=[O:10])[C:2]1[CH:7]=[CH:6][CH:5]=[CH:4][CH:3]=1.C(N1C=CN=C1)(N1C=CN=C1)=O.C(NC(C)C)(C)C.[C:41]([O:44][CH2:45][CH3:46])(=[O:43])[CH3:42]. The catalyst is C1COCC1.O.C(O)(=O)C. The product is [CH2:1]([O:8][C:9]([NH:11][C@@H:12]([CH2:13][O:14][C:15]([CH3:16])([CH3:17])[CH3:18])[C:19](=[O:21])[CH2:42][C:41]([O:44][CH2:45][CH3:46])=[O:43])=[O:10])[C:2]1[CH:3]=[CH:4][CH:5]=[CH:6][CH:7]=1. The yield is 0.620.